Dataset: Forward reaction prediction with 1.9M reactions from USPTO patents (1976-2016). Task: Predict the product of the given reaction. (1) Given the reactants [NH2:1][C:2]1[CH:3]=[CH:4][CH:5]=[C:6]2[C:11]=1[N:10]=[CH:9][CH:8]=[C:7]2[C:12]1[CH:17]=[CH:16][C:15]([Br:18])=[CH:14][CH:13]=1.[As](=O)(O)(O)O.P(=O)(O)(O)O.[Br:29][C:30]1[CH:35]=[CH:34][C:33]([C:36](=O)[CH2:37][CH2:38]Cl)=[CH:32][CH:31]=1.[OH-].[K+], predict the reaction product. The product is: [Br:18][C:15]1[CH:16]=[CH:17][C:12]([C:7]2[C:6]3[C:11](=[C:2]4[C:3](=[CH:4][CH:5]=3)[C:36]([C:33]3[CH:34]=[CH:35][C:30]([Br:29])=[CH:31][CH:32]=3)=[CH:37][CH:38]=[N:1]4)[N:10]=[CH:9][CH:8]=2)=[CH:13][CH:14]=1. (2) The product is: [Cl:1][C:2]1[CH:7]=[CH:6][C:5]([N:8]2[CH:12]=[C:11]([CH2:13][OH:14])[N:10]=[N:9]2)=[C:4]([C:15]2[N:16]=[CH:17][N:18]=[C:19]([OH:21])[CH:20]=2)[CH:3]=1. Given the reactants [Cl:1][C:2]1[CH:7]=[CH:6][C:5]([N:8]2[CH:12]=[C:11]([CH2:13][OH:14])[N:10]=[N:9]2)=[C:4]([C:15]2[CH:20]=[C:19]([O:21]C)[N:18]=[CH:17][N:16]=2)[CH:3]=1.CC(O)=O, predict the reaction product. (3) Given the reactants [H-].[Na+].Cl.[NH2:4][C:5]([NH2:7])=[NH:6].[C:8]([O:12][C:13](=[O:43])[C@H:14]([CH2:31][CH2:32][CH2:33][CH2:34][NH:35][C:36]([O:38][C:39]([CH3:42])([CH3:41])[CH3:40])=[O:37])[NH:15][S:16]([C:19]1[CH:28]=[C:27]2[C:22]([C:23]([Cl:30])=[CH:24][N:25]=[C:26]2Cl)=[CH:21][CH:20]=1)(=[O:18])=[O:17])([CH3:11])([CH3:10])[CH3:9], predict the reaction product. The product is: [NH3:4].[C:8]([O:12][C:13](=[O:43])[C@H:14]([CH2:31][CH2:32][CH2:33][CH2:34][NH:35][C:36]([O:38][C:39]([CH3:42])([CH3:41])[CH3:40])=[O:37])[NH:15][S:16]([C:19]1[CH:28]=[C:27]2[C:22]([C:23]([Cl:30])=[CH:24][N:25]=[C:26]2[NH:6][C:5]([NH2:7])=[NH:4])=[CH:21][CH:20]=1)(=[O:18])=[O:17])([CH3:11])([CH3:10])[CH3:9].